Dataset: Peptide-MHC class I binding affinity with 185,985 pairs from IEDB/IMGT. Task: Regression. Given a peptide amino acid sequence and an MHC pseudo amino acid sequence, predict their binding affinity value. This is MHC class I binding data. (1) The peptide sequence is IISTLNKIL. The MHC is HLA-A02:03 with pseudo-sequence HLA-A02:03. The binding affinity (normalized) is 0.183. (2) The peptide sequence is ARYSNFAWY. The MHC is HLA-A26:03 with pseudo-sequence HLA-A26:03. The binding affinity (normalized) is 0.0847. (3) The peptide sequence is YINMAWNLV. The MHC is HLA-B58:01 with pseudo-sequence HLA-B58:01. The binding affinity (normalized) is 0.0847.